This data is from Forward reaction prediction with 1.9M reactions from USPTO patents (1976-2016). The task is: Predict the product of the given reaction. (1) Given the reactants [Br:1][C:2]1[CH:11]=[CH:10][CH:9]=[C:8]2[C:3]=1[CH:4]=[C:5]([S:13]([C:16]1[CH:21]=[CH:20][C:19]([F:22])=[CH:18][CH:17]=1)(=[O:15])=[O:14])[N:6]=[C:7]2Cl.[CH3:23][C:24]1[NH:28][N:27]=[C:26]([NH2:29])[CH:25]=1, predict the reaction product. The product is: [Br:1][C:2]1[CH:11]=[CH:10][CH:9]=[C:8]2[C:3]=1[CH:4]=[C:5]([S:13]([C:16]1[CH:21]=[CH:20][C:19]([F:22])=[CH:18][CH:17]=1)(=[O:15])=[O:14])[N:6]=[C:7]2[NH:29][C:26]1[CH:25]=[C:24]([CH3:23])[NH:28][N:27]=1. (2) Given the reactants C(OC([N:8]1[CH2:12][CH2:11][C@@H:10]([N:13]2[CH2:17][CH2:16][CH2:15][C@@H:14]2[CH3:18])[CH2:9]1)=O)(C)(C)C.[ClH:19], predict the reaction product. The product is: [ClH:19].[ClH:19].[CH3:18][C@H:14]1[CH2:15][CH2:16][CH2:17][N:13]1[C@@H:10]1[CH2:11][CH2:12][NH:8][CH2:9]1. (3) Given the reactants [CH3:1][O:2][C:3](=[O:40])[NH:4][CH:5]([C:9]([N:11]1[CH2:15][CH2:14][CH2:13][CH:12]1[C:16]1[NH:17][C:18]([C:21]2[CH:30]=[CH:29][C:28]3[C:23](=[CH:24][CH:25]=[C:26](B4OC(C)(C)C(C)(C)O4)[CH:27]=3)[CH:22]=2)=[CH:19][N:20]=1)=[O:10])[CH:6]([CH3:8])[CH3:7].[C:41]([O:45][C:46]([N:48]1[CH2:53][CH:52]2[CH2:54][CH:49]1[CH2:50][CH2:51]2)=[O:47])([CH3:44])([CH3:43])[CH3:42].C([O-])([O-])=O.[K+].[K+].N#N, predict the reaction product. The product is: [C:41]([O:45][C:46]([N:48]1[CH:53]([C:16]2[NH:17][C:18]([C:21]3[CH:30]=[CH:29][C:28]([C:26]4[CH:25]=[CH:24][C:23]5[C:28](=[CH:29][CH:30]=[C:21]([C:18]6[NH:17][C:16]([CH:12]7[CH2:13][CH2:14][CH2:15][N:11]7[C:9](=[O:10])[CH:5]([NH:4][C:3]([O:2][CH3:1])=[O:40])[CH:6]([CH3:7])[CH3:8])=[N:20][CH:19]=6)[CH:22]=5)[CH:27]=4)=[CH:23][CH:22]=3)=[CH:19][N:20]=2)[CH:52]2[CH2:54][CH:49]1[CH2:50][CH2:51]2)=[O:47])([CH3:44])([CH3:42])[CH3:43].